From a dataset of Forward reaction prediction with 1.9M reactions from USPTO patents (1976-2016). Predict the product of the given reaction. (1) Given the reactants [Br:1][C:2]1[C:3]([CH3:22])=[C:4]([NH:8][CH2:9][C:10]2[CH:14]=[C:13]([C:15]([CH3:18])([CH3:17])[CH3:16])[S:12][C:11]=2[C:19](O)=[O:20])[CH:5]=[CH:6][CH:7]=1.S(Cl)(Cl)=O, predict the reaction product. The product is: [Br:1][C:2]1[C:3]([CH3:22])=[C:4]([N:8]2[C:19](=[O:20])[C:11]3[S:12][C:13]([C:15]([CH3:18])([CH3:17])[CH3:16])=[CH:14][C:10]=3[CH2:9]2)[CH:5]=[CH:6][CH:7]=1. (2) Given the reactants [CH3:1][C:2]1[O:6][C:5]([C:7]2[CH:12]=[CH:11][CH:10]=[C:9]([C:13]([F:16])([F:15])[F:14])[CH:8]=2)=[N:4][CH:3]=1.C1C(=O)N([Br:24])C(=O)C1.C(OOC(=O)C1C=CC=CC=1)(=O)C1C=CC=CC=1, predict the reaction product. The product is: [Br:24][CH2:1][C:2]1[O:6][C:5]([C:7]2[CH:12]=[CH:11][CH:10]=[C:9]([C:13]([F:16])([F:14])[F:15])[CH:8]=2)=[N:4][CH:3]=1. (3) Given the reactants [CH3:1][O:2][C:3]1[CH:8]=[CH:7][C:6]([C:9]#[C:10][Si](C)(C)C)=[CH:5][C:4]=1[CH3:15], predict the reaction product. The product is: [C:9]([C:6]1[CH:7]=[CH:8][C:3]([O:2][CH3:1])=[C:4]([CH3:15])[CH:5]=1)#[CH:10]. (4) Given the reactants [CH3:1][C:2]1[CH:3]=[C:4]([CH:8]=[CH:9][C:10]=1[N:11]1[C:17](=[O:18])[CH2:16][CH2:15][O:14][CH2:13][CH2:12]1)[C:5]([OH:7])=O.[Cl:19][C:20]1[CH:33]=[CH:32][C:23]2[NH:24][C:25]([C@@H:27]([NH2:31])[CH2:28][O:29][CH3:30])=[N:26][C:22]=2[CH:21]=1.CN(C(ON1N=NC2C=CC=CC1=2)=[N+](C)C)C.[B-](F)(F)(F)F.CN1CCOCC1, predict the reaction product. The product is: [Cl:19][C:20]1[CH:33]=[CH:32][C:23]2[NH:24][C:25]([C@@H:27]([NH:31][C:5](=[O:7])[C:4]3[CH:8]=[CH:9][C:10]([N:11]4[C:17](=[O:18])[CH2:16][CH2:15][O:14][CH2:13][CH2:12]4)=[C:2]([CH3:1])[CH:3]=3)[CH2:28][O:29][CH3:30])=[N:26][C:22]=2[CH:21]=1. (5) Given the reactants [C:1]1([CH3:11])[CH:6]=[CH:5][C:4](S(O)(=O)=O)=[CH:3][CH:2]=1.[OH2:12], predict the reaction product. The product is: [CH3:2][CH:1]([CH3:6])[CH:11]([C:1]1[CH:6]=[CH:5][CH:4]=[CH:3][CH:2]=1)[CH2:3][CH2:4][CH:5]=[O:12]. (6) Given the reactants [Cl:1][C:2]1[CH:7]=[CH:6][CH:5]=[CH:4][C:3]=1[C:8]1[C:9]([C:27]2[CH:32]=[CH:31][C:30]([Cl:33])=[CH:29][CH:28]=2)=[CH:10][CH:11]([C:15](=[O:26])[CH2:16][CH:17]([C:19]2[CH:24]=[CH:23][CH:22]=[C:21]([F:25])[CH:20]=2)[OH:18])[C:12](=O)[N:13]=1.C1(C)C=CC(S(O)(=O)=O)=CC=1, predict the reaction product. The product is: [Cl:1][C:2]1[CH:7]=[CH:6][CH:5]=[CH:4][C:3]=1[C:8]1[N:13]=[C:12]2[O:18][CH:17]([C:19]3[CH:24]=[CH:23][CH:22]=[C:21]([F:25])[CH:20]=3)[CH2:16][C:15](=[O:26])[C:11]2=[CH:10][C:9]=1[C:27]1[CH:32]=[CH:31][C:30]([Cl:33])=[CH:29][CH:28]=1.